Predict the reactants needed to synthesize the given product. From a dataset of Full USPTO retrosynthesis dataset with 1.9M reactions from patents (1976-2016). (1) Given the product [CH:4]1(/[CH:9]=[C:10](\[C:14]2[CH:15]=[N:16][C:17]([S:20][CH3:21])=[CH:18][CH:19]=2)/[C:11]([NH:37][C:33]2[S:32][CH:36]=[CH:35][N:34]=2)=[O:13])[CH2:5][CH2:6][CH2:7][CH2:8]1, predict the reactants needed to synthesize it. The reactants are: N=C=N.[CH:4]1(/[CH:9]=[C:10](\[C:14]2[CH:15]=[N:16][C:17]([S:20][CH3:21])=[CH:18][CH:19]=2)/[C:11]([OH:13])=O)[CH2:8][CH2:7][CH2:6][CH2:5]1.C1C=CC2N(O)N=NC=2C=1.[S:32]1[CH:36]=[CH:35][N:34]=[C:33]1[NH2:37]. (2) Given the product [O:1]=[C:2]1[C:7]([CH:8]=[O:9])=[CH:6][CH:5]=[CH:4][N:3]1[C:11]1[CH:12]=[CH:13][C:14]([O:17][C:18]([F:19])([F:20])[F:21])=[CH:15][CH:16]=1, predict the reactants needed to synthesize it. The reactants are: [O:1]=[C:2]1[C:7]([CH:8]=[O:9])=[CH:6][CH:5]=[CH:4][NH:3]1.I[C:11]1[CH:16]=[CH:15][C:14]([O:17][C:18]([F:21])([F:20])[F:19])=[CH:13][CH:12]=1.OC1C=CC=C2C=1N=CC=C2.C(=O)([O-])[O-].[K+].[K+].[OH-].[NH4+]. (3) Given the product [CH3:10][CH:6]([CH2:5][S:2]([CH3:1])(=[O:4])=[O:3])[C:7]([OH:9])=[O:8], predict the reactants needed to synthesize it. The reactants are: [CH3:1][S:2]([CH2:5][C:6](=[CH2:10])[C:7]([OH:9])=[O:8])(=[O:4])=[O:3]. (4) Given the product [C:27]([NH:26][C:22]1[CH:21]=[C:20]([N:15]([CH2:16][CH:17]2[CH2:18][CH2:19]2)[C:13](=[O:14])[NH:12][C:10]2[S:11][C:7]([S:6][CH2:5][C:4]([OH:30])=[O:3])=[CH:8][N:9]=2)[CH:25]=[CH:24][CH:23]=1)(=[O:29])[CH3:28], predict the reactants needed to synthesize it. The reactants are: C([O:3][C:4](=[O:30])[CH2:5][S:6][C:7]1[S:11][C:10]([NH:12][C:13]([N:15]([C:20]2[CH:25]=[CH:24][CH:23]=[C:22]([NH:26][C:27](=[O:29])[CH3:28])[CH:21]=2)[CH2:16][CH:17]2[CH2:19][CH2:18]2)=[O:14])=[N:9][CH:8]=1)C.C1(CN(C2C=CC(F)=C(F)C=2)C(=O)NC2SC=C(CC(O)=O)N=2)CCCC1.NC1C=C(NC(=O)C)C=CC=1.C1(C=O)CC1.C(OC(=O)CSC1SC(N)=NC=1)C. (5) Given the product [N:61]([CH2:45][CH2:44][CH:29]1[CH:28]([NH:27][C:25]([O:24][C:20]([CH3:22])([CH3:23])[CH3:21])=[O:26])[CH2:33][CH2:32][CH2:31][N:30]1[C:34]([O:36][CH2:37][C:38]1[CH:39]=[CH:40][CH:41]=[CH:42][CH:43]=1)=[O:35])=[N+:62]=[N-:63], predict the reactants needed to synthesize it. The reactants are: C1(P(C2C=CC=CC=2)C2C=CC=CC=2)C=CC=CC=1.[C:20]([O:24][C:25]([NH:27][CH:28]1[CH2:33][CH2:32][CH2:31][N:30]([C:34]([O:36][CH2:37][C:38]2[CH:43]=[CH:42][CH:41]=[CH:40][CH:39]=2)=[O:35])[CH:29]1[CH2:44][CH2:45]O)=[O:26])([CH3:23])([CH3:22])[CH3:21].C1(P([N:61]=[N+:62]=[N-:63])(C2C=CC=CC=2)=O)C=CC=CC=1.N(C(OCC)=O)=NC(OCC)=O. (6) Given the product [OH:1][C:2]([C:5]1[O:9][N:8]=[C:7]([CH:10]=[O:11])[CH:6]=1)([CH3:3])[CH3:4], predict the reactants needed to synthesize it. The reactants are: [OH:1][C:2]([C:5]1[O:9][N:8]=[C:7]([CH2:10][OH:11])[CH:6]=1)([CH3:4])[CH3:3]. (7) Given the product [NH2:1][C:2]1[S:10][C:5]([CH:6]2[CH2:20][CH2:21][O:16][CH2:17][CH2:18]2)=[CH:4][C:3]=1[C:11]([O:13][CH2:14][CH3:15])=[O:12], predict the reactants needed to synthesize it. The reactants are: [NH2:1][C:2]1[S:10][C:5]2[CH2:6]OCC[C:4]=2[C:3]=1[C:11]([O:13][CH2:14][CH3:15])=[O:12].[O:16]1[CH2:21][CH2:20]C(CC=O)[CH2:18][CH2:17]1.[S].C(CC(OCC)=O)#N. (8) Given the product [ClH:1].[Cl:32][C:5]1[CH:4]=[N:3][C:2]2[NH:21][C:17]3[CH:18]=[CH:19][CH:20]=[C:15]([CH:16]=3)[NH:14][C:12](=[O:13])[C:11]3[CH:10]=[C:9]([NH:8][C:6]=1[N:7]=2)[CH:31]=[CH:30][CH:29]=3, predict the reactants needed to synthesize it. The reactants are: [Cl:1][C:2]1[N:7]=[C:6]([NH:8][C:9]2[CH:10]=[C:11]([CH:29]=[CH:30][CH:31]=2)[C:12]([NH:14][C:15]2[CH:16]=[C:17]([NH:21]C(=O)OC(C)(C)C)[CH:18]=[CH:19][CH:20]=2)=[O:13])[C:5]([Cl:32])=[CH:4][N:3]=1.Cl.